Dataset: Full USPTO retrosynthesis dataset with 1.9M reactions from patents (1976-2016). Task: Predict the reactants needed to synthesize the given product. (1) Given the product [O:44]1[CH2:49][CH2:48][O:47][CH2:46][CH:45]1[C:50]1[C:58]2[S:57][C:56]([NH:59][C:8](=[O:10])[CH2:7][CH:4]3[CH2:3][CH2:2][O:1][CH2:6][CH2:5]3)=[N:55][C:54]=2[C:53]([O:60][CH3:61])=[CH:52][CH:51]=1, predict the reactants needed to synthesize it. The reactants are: [O:1]1[CH2:6][CH2:5][CH:4]([CH2:7][C:8]([OH:10])=O)[CH2:3][CH2:2]1.CN(C(ON1N=NC2C=CC=NC1=2)=[N+](C)C)C.F[P-](F)(F)(F)(F)F.C(N(C(C)C)C(C)C)C.[O:44]1[CH2:49][CH2:48][O:47][CH2:46][CH:45]1[C:50]1[C:58]2[S:57][C:56]([NH2:59])=[N:55][C:54]=2[C:53]([O:60][CH3:61])=[CH:52][CH:51]=1. (2) Given the product [Cl:7][C:8]1[CH:13]=[C:12]([N+:14]([O-:16])=[O:15])[CH:11]=[CH:10][C:9]=1[O:17][CH2:20][CH2:21][N:22]([CH2:25][CH3:26])[CH2:23][CH3:24], predict the reactants needed to synthesize it. The reactants are: C(=O)([O-])[O-].[K+].[K+].[Cl:7][C:8]1[CH:13]=[C:12]([N+:14]([O-:16])=[O:15])[CH:11]=[CH:10][C:9]=1[OH:17].Cl.Cl[CH2:20][CH2:21][N:22]([CH2:25][CH3:26])[CH2:23][CH3:24]. (3) Given the product [O:30]=[S:26]1(=[O:29])[CH2:27][CH2:28][N:23]([CH2:20][C:21]#[C:22][C:17]2[S:18][C:11]3[C:12](=[N:13][CH:14]=[CH:15][C:10]=3[O:9][C:8]3[CH:7]=[CH:6][C:4]([NH2:5])=[CH:3][C:2]=3[F:1])[CH:16]=2)[CH2:24][CH2:25]1, predict the reactants needed to synthesize it. The reactants are: [F:1][C:2]1[CH:3]=[C:4]([CH:6]=[CH:7][C:8]=1[O:9][C:10]1[CH:15]=[CH:14][N:13]=[C:12]2[CH:16]=[C:17](I)[S:18][C:11]=12)[NH2:5].[CH2:20]([N:23]1[CH2:28][CH2:27][S:26](=[O:30])(=[O:29])[CH2:25][CH2:24]1)[C:21]#[CH:22]. (4) Given the product [NH:14]1[CH2:13][CH2:12][C:11]2([C:2]3[N:1]=[CH:28][NH:30][C:3]=3[C:4]3[CH:5]=[CH:6][CH:7]=[CH:8][C:9]=3[O:10]2)[CH2:16][CH2:15]1, predict the reactants needed to synthesize it. The reactants are: [NH2:1][CH:2]1[C:11]2([CH2:16][CH2:15][N:14](C(OCC3C=CC=CC=3)=O)[CH2:13][CH2:12]2)[O:10][C:9]2[C:4](=[CH:5][CH:6]=[CH:7][CH:8]=2)[C:3]1=O.[CH:28]([NH2:30])=O.[OH-].[Na+].[H][H]. (5) Given the product [Cl:17][C:7]1[C:6]2[C:11](=[C:2]([Cl:1])[CH:3]=[CH:4][CH:5]=2)[N:10]=[C:9]([CH3:12])[C:8]=1[CH3:13], predict the reactants needed to synthesize it. The reactants are: [Cl:1][C:2]1[CH:3]=[CH:4][CH:5]=[C:6]2[C:11]=1[N:10]=[C:9]([CH3:12])[C:8]([CH3:13])=[C:7]2O.O=P(Cl)(Cl)[Cl:17]. (6) Given the product [CH3:25][C:26]1[CH:31]=[CH:30][C:29]([CH3:32])=[CH:28][C:27]=1[N:33]1[C:5]([C:7]2[C:12](=[O:13])[CH:11]=[CH:10][N:9]([C:14]3[CH:19]=[CH:18][CH:17]=[C:16]([C:20]([F:23])([F:22])[F:21])[CH:15]=3)[N:8]=2)=[CH:4][CH:3]=[N:2]1, predict the reactants needed to synthesize it. The reactants are: C[N:2](C)/[CH:3]=[CH:4]/[C:5]([C:7]1[C:12](=[O:13])[CH:11]=[CH:10][N:9]([C:14]2[CH:19]=[CH:18][CH:17]=[C:16]([C:20]([F:23])([F:22])[F:21])[CH:15]=2)[N:8]=1)=O.[CH3:25][C:26]1[CH:31]=[CH:30][C:29]([CH3:32])=[CH:28][C:27]=1[NH:33]N.Cl.